This data is from Reaction yield outcomes from USPTO patents with 853,638 reactions. The task is: Predict the reaction yield, written as a fraction of the theoretical maximum amount of product (1.0 means a 100% yield; for example, 0.34 means a 34% yield). (1) The reactants are [C:1]([CH:5]1[CH2:10][CH2:9][CH:8]([CH:11]2[NH:17][CH2:16][CH2:15][CH2:14][N:13]3[CH:18]=[CH:19][CH:20]=[C:12]23)[CH2:7][CH2:6]1)([CH3:4])([CH3:3])[CH3:2].[F:21][C:22]1[CH:30]=[C:29]([F:31])[CH:28]=[CH:27][C:23]=1[C:24](Cl)=[O:25].C(N(CC)CC)C. The catalyst is C1COCC1.C(OCC)(=O)C. The product is [C:1]([CH:5]1[CH2:6][CH2:7][CH:8]([CH:11]2[N:17]([C:24]([C:23]3[CH:27]=[CH:28][C:29]([F:31])=[CH:30][C:22]=3[F:21])=[O:25])[CH2:16][CH2:15][CH2:14][N:13]3[CH:18]=[CH:19][CH:20]=[C:12]23)[CH2:9][CH2:10]1)([CH3:4])([CH3:2])[CH3:3]. The yield is 0.460. (2) The catalyst is O1CCCC1. The product is [C:1]([O:5][C:6]([N:8]1[CH2:13][CH2:12][N:11]([C:14]2[CH:19]=[CH:18][C:17]([NH:20][C:31]([NH:30][C:24]3[CH:25]=[C:26]([CH3:29])[CH:27]=[CH:28][C:23]=3[O:22][CH3:21])=[O:32])=[CH:16][N:15]=2)[CH2:10][CH2:9]1)=[O:7])([CH3:4])([CH3:2])[CH3:3]. The reactants are [C:1]([O:5][C:6]([N:8]1[CH2:13][CH2:12][N:11]([C:14]2[CH:19]=[CH:18][C:17]([NH2:20])=[CH:16][N:15]=2)[CH2:10][CH2:9]1)=[O:7])([CH3:4])([CH3:3])[CH3:2].[CH3:21][O:22][C:23]1[CH:28]=[CH:27][C:26]([CH3:29])=[CH:25][C:24]=1[N:30]=[C:31]=[O:32].CO. The yield is 0.610. (3) The reactants are C1COCC1.[C:6]([C:8]1[CH:9]=[C:10]([CH2:13][O:14][CH3:15])[O:11][CH:12]=1)#[CH:7].I[C:17]1[CH:42]=[CH:41][C:20]([C:21]([N:23]([CH3:40])[C@:24]([CH3:39])([C:29]([NH:31][O:32][CH:33]2[CH2:38][CH2:37][CH2:36][CH2:35][O:34]2)=[O:30])[C:25]([NH:27][CH3:28])=[O:26])=[O:22])=[CH:19][CH:18]=1. The catalyst is Cl[Pd](Cl)([P](C1C=CC=CC=1)(C1C=CC=CC=1)C1C=CC=CC=1)[P](C1C=CC=CC=1)(C1C=CC=CC=1)C1C=CC=CC=1.[Cu]I.C(OCC)(=O)C. The product is [CH3:15][O:14][CH2:13][C:10]1[O:11][CH:12]=[C:8]([C:6]#[C:7][C:17]2[CH:42]=[CH:41][C:20]([C:21]([N:23]([CH3:40])[C@:24]([CH3:39])([C:29]([NH:31][O:32][CH:33]3[CH2:38][CH2:37][CH2:36][CH2:35][O:34]3)=[O:30])[C:25]([NH:27][CH3:28])=[O:26])=[O:22])=[CH:19][CH:18]=2)[CH:9]=1. The yield is 0.840. (4) The reactants are [CH3:1][O:2][C:3]1[CH:4]=[C:5]2[C:13](=[CH:14][CH:15]=1)[NH:12][C:11]1[CH2:10][CH2:9][CH:8]([NH:16][C:17](=[O:21])[CH:18]([CH3:20])[CH3:19])[CH2:7][C:6]2=1.C[Si]([N-][Si](C)(C)C)(C)C.[K+].Cl.Cl[CH2:34][C:35]1[CH:40]=[CH:39][CH:38]=[CH:37][N:36]=1. The catalyst is O1CCCC1.C1COCC1.CN(C=O)C. The product is [CH3:1][O:2][C:3]1[CH:4]=[C:5]2[C:13](=[CH:14][CH:15]=1)[N:12]([CH2:34][C:35]1[CH:40]=[CH:39][CH:38]=[CH:37][N:36]=1)[C:11]1[CH2:10][CH2:9][CH:8]([NH:16][C:17](=[O:21])[CH:18]([CH3:19])[CH3:20])[CH2:7][C:6]2=1. The yield is 0.750. (5) The reactants are Cl[C:2]1[N:3]=[C:4]([C:12]2[CH:17]=[CH:16][CH:15]=[CH:14][CH:13]=2)[C:5]2[CH:11]=[CH:10][CH:9]=[N:8][C:6]=2[N:7]=1.[NH2:18][C:19]1[CH:27]=[CH:26][C:22]([C:23]([OH:25])=O)=[CH:21][CH:20]=1.CCN(C(C)C)C(C)C.[CH3:37][C:38]1[CH:44]=[CH:43][CH:42]=[C:41]([CH3:45])[C:39]=1[NH2:40].CN(C(ON1N=NC2C=CC=NC1=2)=[N+](C)C)C.F[P-](F)(F)(F)(F)F. The catalyst is CN(C=O)C.C(O)CCC. The product is [CH3:37][C:38]1[CH:44]=[CH:43][CH:42]=[C:41]([CH3:45])[C:39]=1[NH:40][C:23](=[O:25])[C:22]1[CH:21]=[CH:20][C:19]([NH:18][C:2]2[N:3]=[C:4]([C:12]3[CH:17]=[CH:16][CH:15]=[CH:14][CH:13]=3)[C:5]3[CH:11]=[CH:10][CH:9]=[N:8][C:6]=3[N:7]=2)=[CH:27][CH:26]=1. The yield is 0.180. (6) The reactants are [NH2:1][CH2:2][C:3]1[CH:11]=[CH:10][C:6]([C:7]([OH:9])=[O:8])=[CH:5][CH:4]=1.[CH3:12][C:13]([O:16][C:17](O[C:17]([O:16][C:13]([CH3:15])([CH3:14])[CH3:12])=[O:18])=[O:18])([CH3:15])[CH3:14].C([O-])(O)=O.[Na+]. The catalyst is O.C1COCC1. The product is [C:13]([O:16][C:17]([NH:1][CH2:2][C:3]1[CH:4]=[CH:5][C:6]([C:7]([OH:9])=[O:8])=[CH:10][CH:11]=1)=[O:18])([CH3:15])([CH3:14])[CH3:12]. The yield is 0.970. (7) The reactants are C(OCCCC)CCC.[C:10]1([Li])[CH:15]=[CH:14][CH:13]=[CH:12][CH:11]=1.C(OCC)C.[CH3:22][C:23]1[CH:28]=[N:27][CH:26]=[CH:25][N:24]=1. The catalyst is O. The product is [CH3:22][C:23]1[C:28]([C:10]2[CH:15]=[CH:14][CH:13]=[CH:12][CH:11]=2)=[N:27][CH:26]=[CH:25][N:24]=1. The yield is 0.220. (8) The reactants are [F:1][C:2]([F:24])([F:23])[CH:3]([C:14]1[CH:19]=[C:18]([Cl:20])[C:17]([Cl:21])=[C:16]([Cl:22])[CH:15]=1)/[CH:4]=[CH:5]/[C:6]1[CH:11]=[CH:10][C:9]([NH:12][NH2:13])=[CH:8][CH:7]=1.CCN(C(C)C)C(C)C.C1C=CC2N(O)N=NC=2C=1.O.CCN=C=NCCCN(C)C.Cl.[CH:57]1([C:60](Cl)=[O:61])[CH2:59][CH2:58]1. The yield is 0.550. The product is [F:24][C:2]([F:1])([F:23])[CH:3]([C:14]1[CH:15]=[C:16]([Cl:22])[C:17]([Cl:21])=[C:18]([Cl:20])[CH:19]=1)/[CH:4]=[CH:5]/[C:6]1[CH:11]=[CH:10][C:9]([NH:12][NH:13][C:60]([CH:57]2[CH2:59][CH2:58]2)=[O:61])=[CH:8][CH:7]=1. The catalyst is C(Cl)Cl.C([O-])(O)=O.[Na+]. (9) The reactants are Cl[C:2]1[C:7]([S:8]([N:11]2[CH2:32][CH2:31][C:14]3([C:18](=[O:19])[N:17]([C:20]4[CH:25]=[CH:24][C:23]([O:26][C:27]([F:30])([F:29])[F:28])=[CH:22][CH:21]=4)[CH2:16][CH2:15]3)[CH2:13][CH2:12]2)(=[O:10])=[O:9])=[CH:6][CH:5]=[CH:4][N:3]=1.[CH3:33][O-:34].[Na+]. The catalyst is CO.C(OCC)(=O)C. The product is [CH3:33][O:34][C:2]1[C:7]([S:8]([N:11]2[CH2:32][CH2:31][C:14]3([C:18](=[O:19])[N:17]([C:20]4[CH:25]=[CH:24][C:23]([O:26][C:27]([F:30])([F:29])[F:28])=[CH:22][CH:21]=4)[CH2:16][CH2:15]3)[CH2:13][CH2:12]2)(=[O:10])=[O:9])=[CH:6][CH:5]=[CH:4][N:3]=1. The yield is 0.940. (10) The reactants are [Br:1][C:2]1[C:6]2=[N:7][CH:8]=[CH:9][CH:10]=[C:5]2[NH:4][N:3]=1.[Cl:11][C:12]1[CH:20]=[CH:19][CH:18]=[C:17]([C:21]([F:24])([F:23])[F:22])[C:13]=1[C:14](Cl)=[O:15].C(Cl)Cl. The catalyst is CN(C1C=CN=CC=1)C.O. The product is [Br:1][C:2]1[C:6]2=[N:7][CH:8]=[CH:9][CH:10]=[C:5]2[N:4]([C:14]([C:13]2[C:17]([C:21]([F:22])([F:23])[F:24])=[CH:18][CH:19]=[CH:20][C:12]=2[Cl:11])=[O:15])[N:3]=1. The yield is 0.460.